From a dataset of Reaction yield outcomes from USPTO patents with 853,638 reactions. Predict the reaction yield, written as a fraction of the theoretical maximum amount of product (1.0 means a 100% yield; for example, 0.34 means a 34% yield). (1) The reactants are C(OC1C=CC2SC([NH:12][C:13]([C:15]3[O:16][C:17]4[C:22]([C:23](=[O:25])[CH:24]=3)=[CH:21][CH:20]=[CH:19][C:18]=4[N:26]3[CH2:31][CH2:30][N:29]([CH3:32])[CH2:28][CH2:27]3)=[O:14])=NC=2C=1)C.N[C:35]1[CH:40]=[CH:39][C:38]([N:41]2[CH2:46][CH2:45][N:44]([C:47](=[O:50])[CH2:48][CH3:49])[CH2:43][CH2:42]2)=[CH:37][CH:36]=1.[O:51]1CCN(C2C=CC(N)=CC=2)[CH2:53][CH2:52]1. No catalyst specified. The product is [C:47]([N:44]1[CH2:45][CH2:46][N:41]([C:38]2[CH:39]=[CH:40][C:35]([NH:12][C:13]([C:15]3[O:16][C:17]4[C:22]([C:23](=[O:25])[CH:24]=3)=[CH:21][C:20]([O:51][CH2:52][CH3:53])=[CH:19][C:18]=4[N:26]3[CH2:27][CH2:28][N:29]([CH3:32])[CH2:30][CH2:31]3)=[O:14])=[CH:36][CH:37]=2)[CH2:42][CH2:43]1)(=[O:50])[CH2:48][CH3:49]. The yield is 0.120. (2) The reactants are [Br:1][C:2]1[CH:3]=[C:4](/[CH:10]=[CH:11]/[C:12]([OH:14])=O)[C:5]([O:8][CH3:9])=[N:6][CH:7]=1.[CH3:15][NH:16][CH3:17].CCN(C(C)C)C(C)C.CN(C(ON1N=NC2C=CC=CC1=2)=[N+](C)C)C.[B-](F)(F)(F)F. The catalyst is C(Cl)Cl. The product is [Br:1][C:2]1[CH:3]=[C:4](/[CH:10]=[CH:11]/[C:12]([N:16]([CH3:17])[CH3:15])=[O:14])[C:5]([O:8][CH3:9])=[N:6][CH:7]=1. The yield is 0.950. (3) The reactants are [Cl-].O[NH3+:3].[C:4](=[O:7])([O-])[OH:5].[Na+].[CH:9]([O:12][C:13]1[CH:18]=[CH:17][C:16]([N:19]2[C:24](=[O:25])[C:23]([CH2:26][C:27]3[CH:32]=[CH:31][C:30]([C:33]4[C:34]([C:39]#[N:40])=[CH:35][CH:36]=[CH:37][CH:38]=4)=[CH:29][CH:28]=3)=[C:22]([CH2:41][CH2:42][CH3:43])[N:21]=[C:20]2[CH3:44])=[CH:15][CH:14]=1)([CH3:11])[CH3:10].O. The catalyst is CS(C)=O. The product is [CH:9]([O:12][C:13]1[CH:14]=[CH:15][C:16]([N:19]2[C:24](=[O:25])[C:23]([CH2:26][C:27]3[CH:32]=[CH:31][C:30]([C:33]4[CH:38]=[CH:37][CH:36]=[CH:35][C:34]=4[C:39]4[NH:3][C:4](=[O:7])[O:5][N:40]=4)=[CH:29][CH:28]=3)=[C:22]([CH2:41][CH2:42][CH3:43])[N:21]=[C:20]2[CH3:44])=[CH:17][CH:18]=1)([CH3:11])[CH3:10]. The yield is 0.850. (4) The reactants are [Cl:1][C:2]1[CH:10]=[C:6]([C:7]([OH:9])=O)[C:5]([OH:11])=[CH:4][CH:3]=1.[F:12][C:13]1[C:19]([C:20]([F:23])([F:22])[F:21])=[CH:18][CH:17]=[CH:16][C:14]=1[NH2:15]. No catalyst specified. The product is [Cl:1][C:2]1[CH:3]=[CH:4][C:5]([OH:11])=[C:6]([CH:10]=1)[C:7]([NH:15][C:14]1[CH:16]=[CH:17][CH:18]=[C:19]([C:20]([F:21])([F:22])[F:23])[C:13]=1[F:12])=[O:9]. The yield is 0.717.